Dataset: Full USPTO retrosynthesis dataset with 1.9M reactions from patents (1976-2016). Task: Predict the reactants needed to synthesize the given product. (1) Given the product [Cl:13][C:14]1[CH:15]=[C:16]([N:21]2[C:25]([CH3:26])=[C:24]([C:27]([NH:8][C:6]3[CH:5]=[CH:4][N:3]=[C:2]([CH3:1])[N:7]=3)=[O:28])[N:23]=[N:22]2)[CH:17]=[CH:18][C:19]=1[F:20], predict the reactants needed to synthesize it. The reactants are: [CH3:1][C:2]1[N:7]=[C:6]([NH2:8])[CH:5]=[CH:4][N:3]=1.C[Al](C)C.[Cl:13][C:14]1[CH:15]=[C:16]([N:21]2[C:25]([CH3:26])=[C:24]([C:27](OCC)=[O:28])[N:23]=[N:22]2)[CH:17]=[CH:18][C:19]=1[F:20]. (2) Given the product [NH2:1][CH2:4][C@@H:5]1[O:9][C:8](=[O:10])[N:7]([C:11]2[CH:16]=[CH:15][C:14]([Cl:17])=[CH:13][N:12]=2)[CH2:6]1, predict the reactants needed to synthesize it. The reactants are: [N:1]([CH2:4][C@@H:5]1[O:9][C:8](=[O:10])[N:7]([C:11]2[CH:16]=[CH:15][C:14]([Cl:17])=[CH:13][N:12]=2)[CH2:6]1)=[N+]=[N-].C1(P(C2C=CC=CC=2)C2C=CC=CC=2)C=CC=CC=1. (3) Given the product [CH2:1]([O:8][C@@H:9]1[C@@H:17]([CH2:18][OH:19])[O:16][C@H:12]([S:13][CH2:14][CH3:15])[C@@H:11]([O:20][C:21](=[O:30])[C:22]2[CH:27]=[C:26]([F:28])[CH:25]=[CH:24][C:23]=2[F:29])[C@H:10]1[OH:31])[C:2]1[CH:7]=[CH:6][CH:5]=[CH:4][CH:3]=1, predict the reactants needed to synthesize it. The reactants are: [CH2:1]([O:8][C@@H:9]1[C@@H:17]([CH2:18][OH:19])[O:16][C@H:12]([S:13][CH2:14][CH3:15])[C@@H:11]([O:20][C:21](=[O:30])[C:22]2[CH:27]=[C:26]([F:28])[CH:25]=[CH:24][C:23]=2[F:29])[C@H:10]1[O:31]CC1C=CC(OC)=CC=1)[C:2]1[CH:7]=[CH:6][CH:5]=[CH:4][CH:3]=1.O.ClC1C(=O)C(C#N)=C(C#N)C(=O)C=1Cl. (4) The reactants are: [C:1]([O:5][C:6]([N:8]1[CH2:13][CH2:12][C:11](=[O:14])[CH2:10][CH2:9]1)=[O:7])([CH3:4])([CH3:3])[CH3:2].C([N-]C(C)C)(C)C.[Li+].C1C=CC(N([S:30]([C:33]([F:36])([F:35])[F:34])(=[O:32])=[O:31])[S:30]([C:33]([F:36])([F:35])[F:34])(=[O:32])=[O:31])=CC=1. Given the product [C:1]([O:5][C:6]([N:8]1[CH2:9][CH:10]=[C:11]([O:14][S:30]([C:33]([F:36])([F:35])[F:34])(=[O:32])=[O:31])[CH2:12][CH2:13]1)=[O:7])([CH3:4])([CH3:2])[CH3:3], predict the reactants needed to synthesize it. (5) Given the product [NH2:6][C:7]1[N:12]=[CH:11][N:10]=[C:9]2[N:13]([C@H:30]3[CH2:35][CH2:34][C@@H:33]([N:36]4[CH2:41][CH2:40][N:39]([CH3:42])[CH2:38][CH2:37]4)[CH2:32][CH2:31]3)[N:14]=[C:15]([C:16]3[CH:17]=[CH:18][C:19]([NH:22][C:23]4[S:24][CH:25]=[C:26]([C:28]5[CH:44]=[CH:45][C:47]([CH3:52])=[CH:48][CH:29]=5)[N:27]=4)=[CH:20][CH:21]=3)[C:8]=12, predict the reactants needed to synthesize it. The reactants are: S1C=CN=C1.[NH2:6][C:7]1[N:12]=[CH:11][N:10]=[C:9]2[N:13]([C@H:30]3[CH2:35][CH2:34][C@@H:33]([N:36]4[CH2:41][CH2:40][N:39]([CH3:42])[CH2:38][CH2:37]4)[CH2:32][CH2:31]3)[N:14]=[C:15]([C:16]3[CH:21]=[CH:20][C:19]([NH:22][C:23]4[S:24][CH:25]=[C:26]([CH2:28][CH3:29])[N:27]=4)=[CH:18][CH:17]=3)[C:8]=12.Br[CH2:44][C:45]([C:47]1[CH:52]=CC(C)=C[CH:48]=1)=O. (6) Given the product [C:1]([O:4][CH2:5][CH2:6][NH:7][C:8]1[C:9]([CH3:25])=[C:10]([CH3:24])[N:11]=[C:12]([O:17][C:18]2[CH:19]=[CH:20][CH:21]=[CH:22][CH:23]=2)[C:13]=1[NH2:14])(=[O:3])[CH3:2], predict the reactants needed to synthesize it. The reactants are: [C:1]([O:4][CH2:5][CH2:6][NH:7][C:8]1[C:13]([N+:14]([O-])=O)=[C:12]([O:17][C:18]2[CH:23]=[CH:22][CH:21]=[CH:20][CH:19]=2)[N:11]=[C:10]([CH3:24])[C:9]=1[CH3:25])(=[O:3])[CH3:2].[H][H].